From a dataset of Full USPTO retrosynthesis dataset with 1.9M reactions from patents (1976-2016). Predict the reactants needed to synthesize the given product. (1) Given the product [NH2:8][C:7]1[C:2]([OH:1])=[C:3]([S:11]([N:14]([CH3:15])[CH3:16])(=[O:13])=[O:12])[CH:4]=[CH:5][CH:6]=1, predict the reactants needed to synthesize it. The reactants are: [OH:1][C:2]1[C:7]([N+:8]([O-])=O)=[CH:6][CH:5]=[CH:4][C:3]=1[S:11]([N:14]([CH3:16])[CH3:15])(=[O:13])=[O:12]. (2) Given the product [CH2:6]1[C@H:7]([N:15]2[C:16](=[O:17])[N:18]=[C:19]([NH2:20])[N:21]=[CH:22]2)[O:8][C@H:9]([CH2:10][OH:11])[C@H:5]1[OH:4], predict the reactants needed to synthesize it. The reactants are: C([O:4][C@@H:5]1[C@@H:9]([CH2:10][O:11]C(=O)C)[O:8][CH:7]([N:15]2[CH:22]=[N:21][C:19]([NH2:20])=[N:18][C:16]2=[O:17])[CH2:6]1)(=O)C.N. (3) Given the product [F:19][C:20]1[C:50]([F:51])=[CH:49][CH:48]=[CH:47][C:21]=1[CH2:22][S:23][C:24]1[N:29]=[C:28]([NH:1][S:2]([N:5]2[CH2:11][CH2:10][CH2:9][N:8]([C:12]([O:14][C:15]([CH3:18])([CH3:17])[CH3:16])=[O:13])[CH2:7][CH2:6]2)(=[O:3])=[O:4])[CH:27]=[C:26]([O:41][CH3:42])[N:25]=1, predict the reactants needed to synthesize it. The reactants are: [NH2:1][S:2]([N:5]1[CH2:11][CH2:10][CH2:9][N:8]([C:12]([O:14][C:15]([CH3:18])([CH3:17])[CH3:16])=[O:13])[CH2:7][CH2:6]1)(=[O:4])=[O:3].[F:19][C:20]1[C:50]([F:51])=[CH:49][CH:48]=[CH:47][C:21]=1[CH2:22][S:23][C:24]1[N:29]=[C:28](NS(N2CCCNCC2)(=O)=O)[CH:27]=[C:26]([O:41][C@H:42](C)[C@H](O)C)[N:25]=1.C1(P(C2CCCCC2)C2C=CC=CC=2C2C(C(C)C)=CC(C(C)C)=CC=2C(C)C)CCCCC1.C(=O)([O-])[O-].[Cs+].[Cs+].ClC1C=C(OC)N=C(SCC2C=CC=C(F)C=2F)N=1.[Cl-].[NH4+]. (4) The reactants are: [F:1][C:2]1[CH:7]=[CH:6][C:5]([OH:8])=[CH:4][CH:3]=1.[C:9]([C:11]1[CH:16]=[CH:15][C:14]([NH:17][C:18]([C:20]2([CH3:23])[CH2:22][O:21]2)=[O:19])=[CH:13][C:12]=1[CH3:24])#[N:10]. Given the product [C:9]([C:11]1[CH:16]=[CH:15][C:14]([NH:17][C:18](=[O:19])[C:20]([OH:21])([CH3:22])[CH2:23][O:8][C:5]2[CH:6]=[CH:7][C:2]([F:1])=[CH:3][CH:4]=2)=[CH:13][C:12]=1[CH3:24])#[N:10], predict the reactants needed to synthesize it.